Dataset: Full USPTO retrosynthesis dataset with 1.9M reactions from patents (1976-2016). Task: Predict the reactants needed to synthesize the given product. (1) Given the product [F:31][CH:2]1[CH2:7][CH2:6][N:5]([C:8]([O:10][CH2:11][C:12]2[CH:17]=[CH:16][CH:15]=[CH:14][CH:13]=2)=[O:9])[CH2:4][CH2:3]1, predict the reactants needed to synthesize it. The reactants are: O=[C:2]1[CH2:7][CH2:6][N:5]([C:8]([O:10][CH2:11][C:12]2[CH:17]=[CH:16][CH:15]=[CH:14][CH:13]=2)=[O:9])[CH2:4][CH2:3]1.ClCCl.COCCN(S(F)(F)[F:31])CCOC.C(=O)(O)[O-].[Na+]. (2) Given the product [CH3:1][O:2][C:3]([C:5]1[CH:13]=[C:12]2[C:8]([C:9]([CH3:14])=[CH:10][N:11]2[CH2:18][CH2:19][CH2:20][O:21][CH3:22])=[CH:7][CH:6]=1)=[O:4], predict the reactants needed to synthesize it. The reactants are: [CH3:1][O:2][C:3]([C:5]1[CH:13]=[C:12]2[C:8]([C:9]([CH3:14])=[CH:10][NH:11]2)=[CH:7][CH:6]=1)=[O:4].[H-].[Na+].Br[CH2:18][CH2:19][CH2:20][O:21][CH3:22]. (3) Given the product [ClH:12].[Cl:12][CH2:8][C:5]1[CH:4]=[CH:3][C:2]([CH3:1])=[CH:7][N:6]=1, predict the reactants needed to synthesize it. The reactants are: [CH3:1][C:2]1[CH:3]=[CH:4][C:5]([CH2:8]O)=[N:6][CH:7]=1.O=S(Cl)[Cl:12]. (4) Given the product [Cl:25][C:26]1[C:31]([F:1])=[C:30]([Cl:32])[N:29]=[C:28]([C:33]2[N:37]3[CH:38]=[C:39]([F:42])[CH:40]=[CH:41][C:36]3=[N:35][CH:34]=2)[N:27]=1, predict the reactants needed to synthesize it. The reactants are: [F:1]C1C(O)=NC(C2N3C=C(F)C=CC3=NC=2)=NC=1O.P(Cl)(Cl)(Cl)=O.[Cl:25][C:26]1[CH:31]=[C:30]([Cl:32])[N:29]=[C:28]([C:33]2[N:37]3[CH:38]=[C:39]([F:42])[CH:40]=[CH:41][C:36]3=[N:35][CH:34]=2)[N:27]=1. (5) Given the product [CH3:55][O:54][C:52](=[O:53])[CH2:51][C:49]1[S:50][C:46]([C:37]2[CH:38]=[CH:39][C:40]([OH:43])=[CH:41][CH:42]=2)=[CH:47][CH:48]=1, predict the reactants needed to synthesize it. The reactants are: C(=O)([O-])[O-].[Na+].[Na+].C1(C)C=CC=CC=1P(C1C=CC=CC=1C)C1C=CC=CC=1C.CC1(C)C(C)(C)OB([C:37]2[CH:42]=[CH:41][C:40]([OH:43])=[CH:39][CH:38]=2)O1.Br[C:46]1[S:50][C:49]([CH2:51][C:52]([O:54][CH3:55])=[O:53])=[CH:48][CH:47]=1.S1C=CC=C1CC(OC)=O. (6) Given the product [F:54][C:55]1[CH:76]=[CH:75][CH:74]=[C:73]([O:77][CH3:78])[C:56]=1[O:57][C:58]1[CH:64]=[C:63]([CH2:65][N:66]2[CH2:67][CH2:68][N:69]([CH3:72])[CH2:70][CH2:71]2)[CH:62]=[CH:61][C:59]=1[NH:60][C:39]([NH:79][C:80]1[S:81][CH:82]=[CH:83][N:84]=1)=[O:46], predict the reactants needed to synthesize it. The reactants are: FC1C=CC=C(OC)C=1OC1C([N+]([O-])=O)=C(C)C=CC=1.BrN1C(=O)CCC1=O.C(OO[C:39](=[O:46])C1C=CC=CC=1)(=O)C1C=CC=CC=1.CN1CCNCC1.[F:54][C:55]1[CH:76]=[CH:75][CH:74]=[C:73]([O:77][CH3:78])[C:56]=1[O:57][C:58]1[CH:64]=[C:63]([CH2:65][N:66]2[CH2:71][CH2:70][N:69]([CH3:72])[CH2:68][CH2:67]2)[CH:62]=[CH:61][C:59]=1[NH2:60].[NH2:79][C:80]1[S:81][CH:82]=[CH:83][N:84]=1.